From a dataset of Forward reaction prediction with 1.9M reactions from USPTO patents (1976-2016). Predict the product of the given reaction. Given the reactants [NH2:1][CH2:2][C:3]([CH3:7])([CH3:6])[CH2:4][OH:5].[C:8]([O:12][C:13](O[C:13]([O:12][C:8]([CH3:11])([CH3:10])[CH3:9])=[O:14])=[O:14])([CH3:11])([CH3:10])[CH3:9].C(=O)(O)[O-].[Na+], predict the reaction product. The product is: [C:8]([O:12][C:13]([NH:1][CH2:2][C:3]([CH3:7])([CH3:6])[CH2:4][OH:5])=[O:14])([CH3:11])([CH3:10])[CH3:9].